From a dataset of Full USPTO retrosynthesis dataset with 1.9M reactions from patents (1976-2016). Predict the reactants needed to synthesize the given product. (1) Given the product [ClH:38].[N:1]1[CH:6]=[CH:5][CH:4]=[CH:3][C:2]=1[N:7]([CH2:31][CH2:32][C:33]([O:35][CH2:36][CH3:37])=[O:34])[C:8]([C:10]1[CH:30]=[CH:29][C:13]2[N:14]([CH3:28])[C:15]([CH2:17][N:18]([C:20]3[CH:25]=[CH:24][C:23]([C:26](=[NH:43])[NH2:27])=[CH:22][CH:21]=3)[CH3:19])=[N:16][C:12]=2[CH:11]=1)=[O:9], predict the reactants needed to synthesize it. The reactants are: [N:1]1[CH:6]=[CH:5][CH:4]=[CH:3][C:2]=1[N:7]([CH2:31][CH2:32][C:33]([O:35][CH2:36][CH3:37])=[O:34])[C:8]([C:10]1[CH:30]=[CH:29][C:13]2[N:14]([CH3:28])[C:15]([CH2:17][N:18]([C:20]3[CH:25]=[CH:24][C:23]([C:26]#[N:27])=[CH:22][CH:21]=3)[CH3:19])=[N:16][C:12]=2[CH:11]=1)=[O:9].[ClH:38].C(=O)([O-])[O-].[NH4+:43].[NH4+]. (2) Given the product [NH2:12][C:13]1[C:21]2[CH:20]=[CH:19][S:18][C:17]=2[CH:16]=[C:15]([C:22]([NH:2][CH3:1])=[O:24])[CH:14]=1, predict the reactants needed to synthesize it. The reactants are: [CH3:1][NH2:2].CO.C(OC([NH:12][C:13]1[C:21]2[CH:20]=[CH:19][S:18][C:17]=2[CH:16]=[C:15]([C:22]([O:24]CC)=O)[CH:14]=1)=O)(C)(C)C.FC(F)(F)C(O)=O. (3) Given the product [N:2]1[NH:10][N:11]=[N:12][C:1]=1[C:3]1[CH:4]=[C:5]([OH:9])[CH:6]=[CH:7][CH:8]=1, predict the reactants needed to synthesize it. The reactants are: [C:1]([C:3]1[CH:4]=[C:5]([OH:9])[CH:6]=[CH:7][CH:8]=1)#[N:2].[N-:10]=[N+:11]=[N-:12].[Na+].[Cl-].[NH4+].